Dataset: Catalyst prediction with 721,799 reactions and 888 catalyst types from USPTO. Task: Predict which catalyst facilitates the given reaction. (1) Reactant: [C:1]([O:5][C:6](=[O:39])[C@@H:7]([NH:13][C:14]([NH:16][C@@H:17]([CH2:25][CH2:26][CH2:27][CH2:28][NH:29][C:30](=[O:38])[C:31]1[CH:36]=[CH:35][CH:34]=[C:33]([I:37])[CH:32]=1)[C:18]([O:20][C:21]([CH3:24])([CH3:23])[CH3:22])=[O:19])=[O:15])[CH2:8][CH2:9][C:10]([OH:12])=O)([CH3:4])([CH3:3])[CH3:2].NCC[C:43]1[CH:48]=[CH:47][C:46]([S:49]([NH2:52])(=[O:51])=[O:50])=[CH:45][CH:44]=1.C[N:54](C(ON1N=NC2C=CC=NC1=2)=[N+](C)C)C.F[P-](F)(F)(F)(F)F.CCN(C(C)C)C(C)C. Product: [C:1]([O:5][C:6](=[O:39])[C@@H:7]([NH:13][C:14](=[O:15])[NH:16][C@@H:17]([CH2:25][CH2:26][CH2:27][CH2:28][NH:29][C:30](=[O:38])[C:31]1[CH:36]=[CH:35][CH:34]=[C:33]([I:37])[CH:32]=1)[C:18]([O:20][C:21]([CH3:22])([CH3:24])[CH3:23])=[O:19])[CH2:8][CH2:9][C:10](=[O:12])[NH:54][C:43]1[CH:48]=[CH:47][C:46]([S:49](=[O:51])(=[O:50])[NH2:52])=[CH:45][CH:44]=1)([CH3:3])([CH3:4])[CH3:2]. The catalyst class is: 3. (2) Reactant: C(O)(C(F)(F)F)=O.C(OC([N:15]1[C:19]2[CH:20]=[CH:21][C:22]([C:24]3[CH:29]=[CH:28][CH:27]=[C:26]([O:30][CH2:31][C:32]4[CH:37]=[CH:36][CH:35]=[C:34]([Cl:38])[CH:33]=4)[CH:25]=3)=[CH:23][C:18]=2[N:17]=[C:16]1[C:39](=[O:46])[NH:40][CH2:41][C:42]([O:44][CH3:45])=[O:43])=O)(C)(C)C.C(OC(N1C2C=C(C3C=CC=C(OCC4C=CC=C(Cl)C=4)C=3)C=CC=2N=C1C(=O)NCC(OC)=O)=O)(C)(C)C.C([O-])(O)=O.[Na+]. Product: [CH3:45][O:44][C:42](=[O:43])[CH2:41][NH:40][C:39]([C:16]1[NH:15][C:19]2[CH:20]=[CH:21][C:22]([C:24]3[CH:29]=[CH:28][CH:27]=[C:26]([O:30][CH2:31][C:32]4[CH:37]=[CH:36][CH:35]=[C:34]([Cl:38])[CH:33]=4)[CH:25]=3)=[CH:23][C:18]=2[N:17]=1)=[O:46]. The catalyst class is: 2. (3) Product: [CH3:38][C@H:25]1[CH2:24][C:23]2[C:22](=[CH:21][CH:29]=[CH:30][CH:31]=2)[N:20]1[C:17](=[O:19])[CH2:16][C:11]1[NH:12][C:13](=[O:15])[CH:14]=[C:9]([N:5]2[CH2:6][CH2:7][O:8][CH:3]([CH3:2])[CH2:4]2)[N:10]=1. The catalyst class is: 6. Reactant: [Na].[CH3:2][CH:3]1[O:8][CH2:7][CH2:6][N:5]([C:9]2[N:10]=[C:11]([CH2:16][C:17]([OH:19])=O)[NH:12][C:13](=[O:15])[CH:14]=2)[CH2:4]1.[N:20]1[CH:25]=[CH:24][CH:23]=[CH:22][CH:21]=1.Cl.CN(C)[CH2:29][CH2:30][CH2:31]N=C=NCC.[CH3:38]N(C=O)C. (4) Reactant: [S:1]1[C:5](CO)=[CH:4][CH:3]=[C:2]1[CH2:8]O.S(Cl)([Cl:12])=O.[CH:14]([Cl:17])(Cl)Cl. Product: [Cl:12][CH2:8][C:2]1[S:1][C:5]([CH2:14][Cl:17])=[CH:4][CH:3]=1. The catalyst class is: 9. (5) Reactant: [NH2:1][CH2:2][C:3]1[S:7][C:6]([C:8]2[CH:13]=[CH:12][C:11]([OH:14])=[CH:10][CH:9]=2)=[N:5][N:4]=1.[OH:15][CH:16]([CH2:20][CH2:21][CH2:22][CH2:23][CH2:24][CH2:25][C:26]1[CH:31]=[CH:30][CH:29]=[CH:28][CH:27]=1)[C:17](O)=[O:18].C1C=CC2N(O)N=NC=2C=1.Cl.CN(C)CCCN=C=NCC.CCN(C(C)C)C(C)C. Product: [OH:15][CH:16]([CH2:20][CH2:21][CH2:22][CH2:23][CH2:24][CH2:25][C:26]1[CH:27]=[CH:28][CH:29]=[CH:30][CH:31]=1)[C:17]([NH:1][CH2:2][C:3]1[S:7][C:6]([C:8]2[CH:13]=[CH:12][C:11]([OH:14])=[CH:10][CH:9]=2)=[N:5][N:4]=1)=[O:18]. The catalyst class is: 634. (6) Reactant: [C:9](O[C:9]([O:11][C:12]([CH3:15])([CH3:14])[CH3:13])=[O:10])([O:11][C:12]([CH3:15])([CH3:14])[CH3:13])=[O:10].[CH2:16]([N:23]([CH2:56][C:57]1[CH:62]=[CH:61][CH:60]=[CH:59][CH:58]=1)[C@@H:24]([CH2:47][C:48]1[CH:53]=[C:52]([F:54])[CH:51]=[C:50]([F:55])[CH:49]=1)[C@@H:25]([O:39][CH2:40][C:41]1[CH:46]=[CH:45][CH:44]=[CH:43][CH:42]=1)[C@H:26]1[CH2:31][O:30][C@@H:29]([O:32][CH2:33][C:34]([CH3:37])([CH3:36])[CH3:35])[C@H:28]([CH3:38])[NH:27]1)[C:17]1[CH:22]=[CH:21][CH:20]=[CH:19][CH:18]=1.C(N(C(C)C)CC)(C)C. Product: [C:12]([O:11][C:9]([N:27]1[C@@H:26]([C@@H:25]([O:39][CH2:40][C:41]2[CH:42]=[CH:43][CH:44]=[CH:45][CH:46]=2)[C@@H:24]([N:23]([CH2:16][C:17]2[CH:18]=[CH:19][CH:20]=[CH:21][CH:22]=2)[CH2:56][C:57]2[CH:62]=[CH:61][CH:60]=[CH:59][CH:58]=2)[CH2:47][C:48]2[CH:53]=[C:52]([F:54])[CH:51]=[C:50]([F:55])[CH:49]=2)[CH2:31][O:30][C@@H:29]([O:32][CH2:33][C:34]([CH3:37])([CH3:36])[CH3:35])[C@@H:28]1[CH3:38])=[O:10])([CH3:13])([CH3:14])[CH3:15]. The catalyst class is: 26. (7) Reactant: C(Cl)(=O)C(Cl)=O.CS(C)=O.[F:11][C:12]1[C:13]([O:31][CH3:32])=[C:14]([C:19]([CH3:30])([CH3:29])[CH2:20][C:21]([C:25]([F:28])([F:27])[F:26])([OH:24])[CH2:22][OH:23])[CH:15]=[CH:16][C:17]=1[CH3:18].C(N(CC)CC)C. Product: [F:11][C:12]1[C:13]([O:31][CH3:32])=[C:14]([C:19]([CH3:30])([CH3:29])[CH2:20][C:21]([OH:24])([C:25]([F:28])([F:27])[F:26])[CH:22]=[O:23])[CH:15]=[CH:16][C:17]=1[CH3:18]. The catalyst class is: 46. (8) Reactant: [Br:1][CH:2]([CH2:6][CH:7]1[CH2:12][CH2:11][O:10][CH2:9][CH2:8]1)[C:3]([OH:5])=[O:4].S(Br)(Br)=O.[CH3:17][CH2:18]OC(C)=O.O. Product: [Br:1][CH:2]([CH2:6][CH:7]1[CH2:12][CH2:11][O:10][CH2:9][CH2:8]1)[C:3]([O:5][CH2:17][CH3:18])=[O:4]. The catalyst class is: 14. (9) Reactant: [Br:1][C:2]1[S:6][C:5]([C:7]([OH:9])=[O:8])=[CH:4][CH:3]=1.[CH3:10][Si](C=[N+]=[N-])(C)C. Product: [Br:1][C:2]1[S:6][C:5]([C:7]([O:9][CH3:10])=[O:8])=[CH:4][CH:3]=1. The catalyst class is: 370.